This data is from Forward reaction prediction with 1.9M reactions from USPTO patents (1976-2016). The task is: Predict the product of the given reaction. (1) Given the reactants [C:1]([O:5][C:6]([N:8]1[CH2:13][CH2:12][CH:11]([NH:14][C:15]2[CH:20]=[CH:19][C:18]([Br:21])=[CH:17][CH:16]=2)[CH2:10][CH2:9]1)=[O:7])([CH3:4])([CH3:3])[CH3:2].Cl[CH2:23][C:24]1[CH:29]=[CH:28][N:27]=[C:26]([C:30]2[CH:35]=[C:34]([O:36][CH3:37])[C:33]([O:38][CH3:39])=[C:32]([O:40][CH3:41])[CH:31]=2)[CH:25]=1, predict the reaction product. The product is: [C:1]([O:5][C:6]([N:8]1[CH2:13][CH2:12][CH:11]([N:14]([C:15]2[CH:20]=[CH:19][C:18]([Br:21])=[CH:17][CH:16]=2)[CH2:23][C:24]2[CH:29]=[CH:28][N:27]=[C:26]([C:30]3[CH:35]=[C:34]([O:36][CH3:37])[C:33]([O:38][CH3:39])=[C:32]([O:40][CH3:41])[CH:31]=3)[CH:25]=2)[CH2:10][CH2:9]1)=[O:7])([CH3:4])([CH3:2])[CH3:3]. (2) Given the reactants [NH2:1][C:2]1[C:7]([F:8])=[C:6]([C:9]2[C:17]3[O:16][CH2:15][O:14][C:13]=3[CH:12]=[CH:11][CH:10]=2)[N:5]=[C:4]([C:18]([O:20]C)=[O:19])[C:3]=1[Cl:22].[OH-].[Na+].Cl, predict the reaction product. The product is: [NH2:1][C:2]1[C:7]([F:8])=[C:6]([C:9]2[C:17]3[O:16][CH2:15][O:14][C:13]=3[CH:12]=[CH:11][CH:10]=2)[N:5]=[C:4]([C:18]([OH:20])=[O:19])[C:3]=1[Cl:22]. (3) Given the reactants [NH2:1][C:2]1[N:7]=[CH:6][C:5]([C:8]2[NH:12][C:11]([C@H:13]3[N:17]4[C:18](=[O:34])[CH:19]=[C:20]([C:22]5[CH:27]=[C:26]([CH3:28])[CH:25]=[CH:24][C:23]=5[N:29]5[CH:33]=[N:32][N:31]=[N:30]5)[N:21]=[C:16]4[CH2:15][CH2:14]3)=[N:10][CH:9]=2)=[CH:4][CH:3]=1.Cl[C:36]([O:38][CH2:39][CH2:40][O:41][CH3:42])=[O:37], predict the reaction product. The product is: [CH3:42][O:41][CH2:40][CH2:39][O:38][C:36](=[O:37])[NH:1][C:2]1[CH:3]=[CH:4][C:5]([C:8]2[NH:12][C:11]([C@H:13]3[N:17]4[C:18](=[O:34])[CH:19]=[C:20]([C:22]5[CH:27]=[C:26]([CH3:28])[CH:25]=[CH:24][C:23]=5[N:29]5[CH:33]=[N:32][N:31]=[N:30]5)[N:21]=[C:16]4[CH2:15][CH2:14]3)=[N:10][CH:9]=2)=[CH:6][N:7]=1. (4) Given the reactants [Br:1][C:2]1[CH:3]=[CH:4][C:5]([S:8]([C:11]2[CH:12]=[N:13][C:14](Cl)=[CH:15][CH:16]=2)(=[O:10])=[O:9])=[N:6][CH:7]=1.[NH4+:18].[OH-], predict the reaction product. The product is: [Br:1][C:2]1[CH:3]=[CH:4][C:5]([S:8]([C:11]2[CH:16]=[CH:15][C:14]([NH2:18])=[N:13][CH:12]=2)(=[O:10])=[O:9])=[N:6][CH:7]=1. (5) The product is: [NH2:15][C:12]1[CH:13]=[CH:14][C:9]([S:6]([N:5]([CH2:1][CH:2]([CH3:4])[CH3:3])[C:18]2[CH:23]=[CH:22][CH:21]=[CH:20][C:19]=2[C:24]([F:27])([F:25])[F:26])(=[O:8])=[O:7])=[CH:10][CH:11]=1. Given the reactants [CH2:1]([N:5]([C:18]1[CH:23]=[CH:22][CH:21]=[CH:20][C:19]=1[C:24]([F:27])([F:26])[F:25])[S:6]([C:9]1[CH:14]=[CH:13][C:12]([N+:15]([O-])=O)=[CH:11][CH:10]=1)(=[O:8])=[O:7])[CH:2]([CH3:4])[CH3:3].[Cl-].[NH4+], predict the reaction product.